This data is from Aqueous solubility values for 9,982 compounds from the AqSolDB database. The task is: Regression/Classification. Given a drug SMILES string, predict its absorption, distribution, metabolism, or excretion properties. Task type varies by dataset: regression for continuous measurements (e.g., permeability, clearance, half-life) or binary classification for categorical outcomes (e.g., BBB penetration, CYP inhibition). For this dataset (solubility_aqsoldb), we predict Y. (1) The molecule is COc1ccc(C(=O)O)cc1. The Y is -2.46 log mol/L. (2) The Y is -6.96 log mol/L. The compound is Clc1cc(Cl)c(Cl)c(-c2cccc(Cl)c2Cl)c1. (3) The drug is CCCCCCCCCC(C(=O)O)C(=O)O. The Y is -3.30 log mol/L. (4) The compound is Clc1c(Cl)c(Cl)c2nccnc2c1Cl. The Y is -5.43 log mol/L.